Dataset: Full USPTO retrosynthesis dataset with 1.9M reactions from patents (1976-2016). Task: Predict the reactants needed to synthesize the given product. (1) Given the product [Cl:6][C:7]1[CH:16]=[CH:15][C:14]2[C:9](=[CH:10][CH:11]=[C:12]([CH3:17])[C:13]=2[N+:18]([O-:20])=[O:19])[N:8]=1, predict the reactants needed to synthesize it. The reactants are: S(=O)(=O)(O)O.[Cl:6][C:7]1[CH:16]=[CH:15][C:14]2[C:9](=[CH:10][CH:11]=[C:12]([CH3:17])[CH:13]=2)[N:8]=1.[N+:18]([O-])([OH:20])=[O:19]. (2) Given the product [CH2:2]([O:12][C:13]1[CH:14]=[C:15]([CH:20]=[CH:21][C:22]=1[I:23])[C:16]([O:18][CH3:19])=[O:17])[CH2:3][CH2:4][CH3:5], predict the reactants needed to synthesize it. The reactants are: I[CH2:2][CH2:3][CH2:4][CH3:5].C(=O)([O-])[O-].[K+].[K+].[OH:12][C:13]1[CH:14]=[C:15]([CH:20]=[CH:21][C:22]=1[I:23])[C:16]([O:18][CH3:19])=[O:17]. (3) Given the product [CH2:11]([S:13]([C:6]1[CH:5]=[C:4]2[C:9](=[CH:8][CH:7]=1)[NH:1][C:2](=[O:10])[CH2:3]2)(=[O:15])=[O:14])[CH3:12], predict the reactants needed to synthesize it. The reactants are: [NH:1]1[C:9]2[C:4](=[CH:5][CH:6]=[CH:7][CH:8]=2)[CH2:3][C:2]1=[O:10].[CH2:11]([S:13](Cl)(=[O:15])=[O:14])[CH3:12].[Cl-].[Cl-].[Cl-].[Al+3].Cl. (4) Given the product [C:1]([C:5]1[N:10]=[CH:9][C:8]([C:11]2[N:12]([C:32]([N:34]3[CH2:39][CH2:38][CH:37]([CH2:40][C:41]([NH:51][C:50]4[CH:52]=[CH:53][CH:54]=[C:48]([F:47])[C:49]=4[CH3:55])=[O:42])[CH2:36][CH2:35]3)=[O:33])[C@@:13]([C:25]3[CH:30]=[CH:29][C:28]([Cl:31])=[CH:27][CH:26]=3)([CH3:24])[C@@:14]([C:17]3[CH:18]=[CH:19][C:20]([Cl:23])=[CH:21][CH:22]=3)([CH3:16])[N:15]=2)=[C:7]([O:44][CH2:45][CH3:46])[CH:6]=1)([CH3:2])([CH3:3])[CH3:4], predict the reactants needed to synthesize it. The reactants are: [C:1]([C:5]1[N:10]=[CH:9][C:8]([C:11]2[N:12]([C:32]([N:34]3[CH2:39][CH2:38][CH:37]([CH2:40][C:41](O)=[O:42])[CH2:36][CH2:35]3)=[O:33])[C@@:13]([C:25]3[CH:30]=[CH:29][C:28]([Cl:31])=[CH:27][CH:26]=3)([CH3:24])[C@@:14]([C:17]3[CH:22]=[CH:21][C:20]([Cl:23])=[CH:19][CH:18]=3)([CH3:16])[N:15]=2)=[C:7]([O:44][CH2:45][CH3:46])[CH:6]=1)([CH3:4])([CH3:3])[CH3:2].[F:47][C:48]1[C:49]([CH3:55])=[C:50]([CH:52]=[CH:53][CH:54]=1)[NH2:51]. (5) The reactants are: C(OC([N:8]1[CH2:13][CH2:12][N:11]([C:14]2[C:15]3[C:30]([O:31][CH3:32])=[CH:29][N:28]=[CH:27][C:16]=3[N:17]=[C:18]([C:20]3[CH:25]=[CH:24][N:23]=[C:22](Cl)[CH:21]=3)[N:19]=2)[CH2:10][CH2:9]1)=O)(C)(C)C.[CH3:33][C:34]1[C:35]([NH2:40])=[N:36][CH:37]=[CH:38][CH:39]=1. Given the product [CH3:32][O:31][C:30]1[C:15]2[C:14]([N:11]3[CH2:12][CH2:13][NH:8][CH2:9][CH2:10]3)=[N:19][C:18]([C:20]3[CH:25]=[CH:24][N:23]=[C:22]([NH:40][C:35]4[C:34]([CH3:33])=[CH:39][CH:38]=[CH:37][N:36]=4)[CH:21]=3)=[N:17][C:16]=2[CH:27]=[N:28][CH:29]=1, predict the reactants needed to synthesize it. (6) Given the product [C:31]([O:35][C:36](=[O:39])[CH2:37][N:18]1[N:19]=[N:20][C:16]([C:14]2[CH:13]=[C:12]([CH3:21])[N:11]=[C:10]([C:8](=[O:9])[NH:7][CH2:6][C:5]3[CH:22]=[CH:23][C:2]([F:1])=[CH:3][CH:4]=3)[CH:15]=2)=[N:17]1)([CH3:34])([CH3:33])[CH3:32], predict the reactants needed to synthesize it. The reactants are: [F:1][C:2]1[CH:23]=[CH:22][C:5]([CH2:6][NH:7][C:8]([C:10]2[CH:15]=[C:14]([C:16]3[N:17]=[N:18][NH:19][N:20]=3)[CH:13]=[C:12]([CH3:21])[N:11]=2)=[O:9])=[CH:4][CH:3]=1.C(N(CC)CC)C.[C:31]([O:35][C:36](=[O:39])[CH2:37]Br)([CH3:34])([CH3:33])[CH3:32]. (7) Given the product [NH:7]1[CH:8]=[CH:9][C:5](/[C:2](=[N:20]/[NH:19][C:16]2[CH:17]=[CH:18][C:13]([C:11]#[N:12])=[CH:14][CH:15]=2)/[CH3:3])=[N:6]1, predict the reactants needed to synthesize it. The reactants are: Cl.[C:2]([C:5]1[CH:9]=[CH:8][NH:7][N:6]=1)(=O)[CH3:3].Cl.[C:11]([C:13]1[CH:18]=[CH:17][C:16]([NH:19][NH2:20])=[CH:15][CH:14]=1)#[N:12].